Task: Predict the reactants needed to synthesize the given product.. Dataset: Full USPTO retrosynthesis dataset with 1.9M reactions from patents (1976-2016) (1) Given the product [Br:16][C:17]1[CH:25]=[CH:24][CH:23]=[CH:22][C:18]=1[C:19]([NH:15][C:12]1[CH:13]=[CH:14][N:10]([C:3]2[C:2]([F:1])=[CH:7][C:6]([F:8])=[C:5]([F:9])[N:4]=2)[N:11]=1)=[O:20], predict the reactants needed to synthesize it. The reactants are: [F:1][C:2]1[C:3]([N:10]2[CH:14]=[CH:13][C:12]([NH2:15])=[N:11]2)=[N:4][C:5]([F:9])=[C:6]([F:8])[CH:7]=1.[Br:16][C:17]1[CH:25]=[CH:24][CH:23]=[CH:22][C:18]=1[C:19](Cl)=[O:20].C(N(CC)CC)C. (2) Given the product [C:5]([C:26]1[CH:27]=[CH:28][C:20]2[O:19][C:18]3[CH:17]=[C:16]([OH:29])[CH:15]=[C:14]([OH:13])[C:24]=3[CH2:23][CH2:22][C:21]=2[CH:25]=1)(=[O:8])[CH2:6][CH3:7], predict the reactants needed to synthesize it. The reactants are: [Cl-].[Al+3].[Cl-].[Cl-].[C:5](Cl)(=[O:8])[CH2:6][CH3:7].C([O:13][C:14]1[C:24]2[CH2:23][CH2:22][C:21]3[CH:25]=[CH:26][CH:27]=[CH:28][C:20]=3[O:19][C:18]=2[CH:17]=[C:16]([O:29]C(=O)C)[CH:15]=1)(=O)C.[OH-].[Na+]. (3) Given the product [CH3:1][C:2]1[NH:6][N:5]=[C:4]([C:7]([OH:9])=[O:8])[CH:3]=1, predict the reactants needed to synthesize it. The reactants are: [CH3:1][C:2]1[NH:6][N:5]=[C:4]([C:7]([O:9]C)=[O:8])[CH:3]=1.[OH-].[Na+].O. (4) Given the product [Cl:22][C:19]1[N:20]=[CH:21][C:16]([C:7]2[CH:8]=[CH:9][C:4]3[N:3]=[CH:2][S:1][C:5]=3[CH:6]=2)=[CH:17][C:18]=1[O:23][CH2:24][O:25][CH2:26][CH2:27][O:28][CH3:29], predict the reactants needed to synthesize it. The reactants are: [S:1]1[C:5]2[CH:6]=[C:7]([B-](F)(F)F)[CH:8]=[CH:9][C:4]=2[N:3]=[CH:2]1.[K+].Br[C:16]1[CH:17]=[C:18]([O:23][CH2:24][O:25][CH2:26][CH2:27][O:28][CH3:29])[C:19]([Cl:22])=[N:20][CH:21]=1.C(N(CC)CC)C.O.